This data is from Full USPTO retrosynthesis dataset with 1.9M reactions from patents (1976-2016). The task is: Predict the reactants needed to synthesize the given product. The reactants are: [C:1]([C:4]1[CH:5]=[C:6]([CH:10]=[CH:11][C:12]=1[OH:13])[C:7]([OH:9])=[O:8])(=[O:3])[CH3:2].[Br:14]Br. Given the product [Br:14][CH2:2][C:1]([C:4]1[CH:5]=[C:6]([CH:10]=[CH:11][C:12]=1[OH:13])[C:7]([OH:9])=[O:8])=[O:3], predict the reactants needed to synthesize it.